This data is from NCI-60 drug combinations with 297,098 pairs across 59 cell lines. The task is: Regression. Given two drug SMILES strings and cell line genomic features, predict the synergy score measuring deviation from expected non-interaction effect. Drug 1: CC12CCC3C(C1CCC2OP(=O)(O)O)CCC4=C3C=CC(=C4)OC(=O)N(CCCl)CCCl.[Na+]. Drug 2: COCCOC1=C(C=C2C(=C1)C(=NC=N2)NC3=CC=CC(=C3)C#C)OCCOC.Cl. Cell line: MCF7. Synergy scores: CSS=-6.04, Synergy_ZIP=6.91, Synergy_Bliss=10.8, Synergy_Loewe=-4.31, Synergy_HSA=-0.00111.